Dataset: Catalyst prediction with 721,799 reactions and 888 catalyst types from USPTO. Task: Predict which catalyst facilitates the given reaction. (1) Reactant: [Cl:1][C:2]1[CH:7]=[CH:6][N:5]2[CH:8]=[CH:9][N:10]=[C:4]2[CH:3]=1.[I:11]N1C(=O)CCC1=O.O.C(OCC)(=O)C. Product: [Cl:1][C:2]1[CH:7]=[CH:6][N:5]2[C:8]([I:11])=[CH:9][N:10]=[C:4]2[CH:3]=1. The catalyst class is: 9. (2) Reactant: [F:1][C:2]([F:34])([F:33])[C:3]1[CH:32]=[CH:31][C:6]([C:7]([NH:9][C:10]2[CH:30]=[CH:29][C:13]([CH2:14][C:15]3[N:20]4[CH:21]=[CH:22][N:23]=[C:19]4[C:18]([CH2:24][C:25]([O:27]C)=[O:26])=[CH:17][N:16]=3)=[CH:12][CH:11]=2)=[O:8])=[CH:5][CH:4]=1.[OH-].[Na+]. Product: [F:34][C:2]([F:1])([F:33])[C:3]1[CH:32]=[CH:31][C:6]([C:7]([NH:9][C:10]2[CH:30]=[CH:29][C:13]([CH2:14][C:15]3[N:20]4[CH:21]=[CH:22][N:23]=[C:19]4[C:18]([CH2:24][C:25]([OH:27])=[O:26])=[CH:17][N:16]=3)=[CH:12][CH:11]=2)=[O:8])=[CH:5][CH:4]=1. The catalyst class is: 5. (3) Reactant: C(OC(=O)[NH:7][C:8]1[CH:13]=[CH:12][C:11]([Cl:14])=[CH:10][C:9]=1[NH:15][C:16](=[O:32])[CH2:17][C:18](=O)[C:19]1[CH:24]=[CH:23][CH:22]=[C:21]([C:25]2[CH:26]=[N:27][CH:28]=[N:29][CH:30]=2)[CH:20]=1)(C)(C)C.C(O)(C(F)(F)F)=O. Product: [Cl:14][C:11]1[CH:12]=[CH:13][C:8]2[N:7]=[C:18]([C:19]3[CH:24]=[CH:23][CH:22]=[C:21]([C:25]4[CH:26]=[N:27][CH:28]=[N:29][CH:30]=4)[CH:20]=3)[CH2:17][C:16](=[O:32])[NH:15][C:9]=2[CH:10]=1. The catalyst class is: 2. (4) Reactant: [OH:1][C:2]1[CH:3]=[C:4]([CH:29]=[CH:30][CH:31]=1)[C:5]([NH:7][C:8]1[CH:9]=[N:10][C:11]([N:14]2[C:18]([C:19]([F:22])([F:21])[F:20])=[CH:17][C:16]([C:23]3[CH:24]=[N:25][CH:26]=[CH:27][CH:28]=3)=[N:15]2)=[CH:12][CH:13]=1)=[O:6].[CH2:32](I)[CH2:33][CH3:34].C(=O)([O-])[O-].[K+].[K+].[Cl-].[NH4+]. Product: [CH2:32]([O:1][C:2]1[CH:3]=[C:4]([CH:29]=[CH:30][CH:31]=1)[C:5]([NH:7][C:8]1[CH:9]=[N:10][C:11]([N:14]2[C:18]([C:19]([F:20])([F:22])[F:21])=[CH:17][C:16]([C:23]3[CH:24]=[N:25][CH:26]=[CH:27][CH:28]=3)=[N:15]2)=[CH:12][CH:13]=1)=[O:6])[CH2:33][CH3:34]. The catalyst class is: 10. (5) Reactant: C(OC([NH:8][C:9]1[C:14]([C:15]([O:17][C:18]([CH3:21])([CH3:20])[CH3:19])=[O:16])=[C:13]([Cl:22])[N:12]=[C:11]([Cl:23])[CH:10]=1)=O)(C)(C)C.C(OC(=O)C)C.Cl.[OH-].[Na+]. Product: [NH2:8][C:9]1[C:14]([C:15]([O:17][C:18]([CH3:19])([CH3:20])[CH3:21])=[O:16])=[C:13]([Cl:22])[N:12]=[C:11]([Cl:23])[CH:10]=1. The catalyst class is: 13. (6) Reactant: [C:1]([N:4]1[CH2:9][CH:8]([C:10]2[CH:15]=[CH:14][C:13]([CH2:16][C:17]([F:20])([F:19])[F:18])=[CH:12][CH:11]=2)[CH2:7][CH:6]([C:21]([O:23]C)=[O:22])[CH2:5]1)(=[O:3])[CH3:2].CC(C)([O-])C.[K+]. Product: [C:1]([N:4]1[CH2:9][CH:8]([C:10]2[CH:15]=[CH:14][C:13]([CH2:16][C:17]([F:18])([F:20])[F:19])=[CH:12][CH:11]=2)[CH2:7][CH:6]([C:21]([OH:23])=[O:22])[CH2:5]1)(=[O:3])[CH3:2]. The catalyst class is: 5.